Dataset: Forward reaction prediction with 1.9M reactions from USPTO patents (1976-2016). Task: Predict the product of the given reaction. (1) The product is: [C:35]([O:34][C:32]([NH:31][C:29](=[NH:30])[C:27]1[S:26][C:25]([S:39][CH3:40])=[C:24]([S:21]([C:17]2[CH:16]=[C:15]([C:9]3[C:10]([CH3:14])=[CH:11][CH:12]=[CH:13][C:8]=3[NH:7][C:5](=[O:6])[CH2:4][C:3]([OH:41])=[O:2])[CH:20]=[CH:19][CH:18]=2)(=[O:23])=[O:22])[CH:28]=1)=[O:33])([CH3:38])([CH3:36])[CH3:37]. Given the reactants C[O:2][C:3](=[O:41])[CH2:4][C:5]([NH:7][C:8]1[CH:13]=[CH:12][CH:11]=[C:10]([CH3:14])[C:9]=1[C:15]1[CH:20]=[CH:19][CH:18]=[C:17]([S:21]([C:24]2[CH:28]=[C:27]([C:29]([NH:31][C:32]([O:34][C:35]([CH3:38])([CH3:37])[CH3:36])=[O:33])=[NH:30])[S:26][C:25]=2[S:39][CH3:40])(=[O:23])=[O:22])[CH:16]=1)=[O:6].[OH-].[Na+].[Li+].[OH-], predict the reaction product. (2) The product is: [CH3:34][C:31]1[N:32]=[N:33][N:29]([CH2:28][C:19]2[CH:20]=[C:21]([C:24]([F:27])([F:25])[F:26])[CH:22]=[CH:23][C:18]=2/[CH:17]=[CH:16]/[C:15]([N:14]2[CH2:13][CH2:12][NH:11][CH2:10][C@H:9]2[CH3:8])=[O:35])[N:30]=1.[F:4][C:3]([F:6])([F:5])[C:1]([O-:7])=[O:2]. Given the reactants [C:1]([OH:7])([C:3]([F:6])([F:5])[F:4])=[O:2].[CH3:8][C@H:9]1[N:14]([C:15](=[O:35])/[CH:16]=[CH:17]/[C:18]2[CH:23]=[CH:22][C:21]([C:24]([F:27])([F:26])[F:25])=[CH:20][C:19]=2[CH2:28][N:29]2[N:33]=[N:32][C:31]([CH3:34])=[N:30]2)[CH2:13][CH2:12][N:11](CC(OC(C)(C)C)=O)[CH2:10]1.C1(C)C=CC=CC=1, predict the reaction product. (3) Given the reactants [H-].[Na+].[C:3]([O:10][CH2:11][CH3:12])(=[O:9])[C:4]([O:6]CC)=O.[CH3:13][C:14]1[C:19]([N+:20]([O-:22])=[O:21])=[CH:18][CH:17]=[CH:16][C:15]=1[CH2:23][CH2:24][N:25]([CH2:29][CH2:30][CH3:31])[CH2:26][CH2:27][CH3:28], predict the reaction product. The product is: [CH2:11]([O:10][C:3](=[O:9])[C:4]([CH2:13][C:14]1[C:15]([CH2:23][CH2:24][N:25]([CH2:29][CH2:30][CH3:31])[CH2:26][CH2:27][CH3:28])=[CH:16][CH:17]=[CH:18][C:19]=1[N+:20]([O-:22])=[O:21])=[O:6])[CH3:12]. (4) Given the reactants [NH:1]1[CH2:6][CH2:5][CH2:4][CH2:3][CH2:2]1.Br[CH2:8][C:9]1[CH:10]=[CH:11][C:12]([O:37][CH2:38][O:39][CH3:40])=[C:13]([CH:36]=1)[C:14]([NH:16][C:17]1[CH:29]=[C:28]([C:30]2[CH:35]=[CH:34][CH:33]=[CH:32][CH:31]=2)[CH:27]=[CH:26][C:18]=1[C:19]([O:21][C:22]([CH3:25])([CH3:24])[CH3:23])=[O:20])=[O:15], predict the reaction product. The product is: [CH3:40][O:39][CH2:38][O:37][C:12]1[CH:11]=[CH:10][C:9]([CH2:8][N:1]2[CH2:6][CH2:5][CH2:4][CH2:3][CH2:2]2)=[CH:36][C:13]=1[C:14]([NH:16][C:17]1[CH:29]=[C:28]([C:30]2[CH:31]=[CH:32][CH:33]=[CH:34][CH:35]=2)[CH:27]=[CH:26][C:18]=1[C:19]([O:21][C:22]([CH3:25])([CH3:24])[CH3:23])=[O:20])=[O:15]. (5) Given the reactants [N:1]([CH2:4][C@@H:5]([C:14]1[CH:23]=[CH:22][C:21]([O:24][CH2:25][C:26]2[CH:31]=[CH:30][CH:29]=[CH:28][CH:27]=2)=[C:20]2[C:15]=1[CH:16]=[CH:17][C:18](=[O:32])[NH:19]2)[O:6][Si:7]([C:10]([CH3:13])([CH3:12])[CH3:11])([CH3:9])[CH3:8])=[N+]=[N-].C1(P(C2C=CC=CC=2)C2C=CC=CC=2)C=CC=CC=1, predict the reaction product. The product is: [NH2:1][CH2:4][C@@H:5]([C:14]1[CH:23]=[CH:22][C:21]([O:24][CH2:25][C:26]2[CH:31]=[CH:30][CH:29]=[CH:28][CH:27]=2)=[C:20]2[C:15]=1[CH:16]=[CH:17][C:18](=[O:32])[NH:19]2)[O:6][Si:7]([C:10]([CH3:13])([CH3:12])[CH3:11])([CH3:9])[CH3:8]. (6) Given the reactants C(OC([N:8]([CH:32]([CH3:34])[CH3:33])[C:9]1[S:10][C:11]([C:14]2[CH:15]=[C:16]([C:26]3[CH:31]=[CH:30][CH:29]=[CH:28][CH:27]=3)[C:17]3[N:18]([CH:20]=[C:21]([C:23]([OH:25])=[O:24])[N:22]=3)[CH:19]=2)=[CH:12][N:13]=1)=O)(C)(C)C, predict the reaction product. The product is: [CH:32]([NH:8][C:9]1[S:10][C:11]([C:14]2[CH:15]=[C:16]([C:26]3[CH:31]=[CH:30][CH:29]=[CH:28][CH:27]=3)[C:17]3[N:18]([CH:20]=[C:21]([C:23]([OH:25])=[O:24])[N:22]=3)[CH:19]=2)=[CH:12][N:13]=1)([CH3:34])[CH3:33]. (7) The product is: [F:1][C:2]1[CH:3]=[CH:4][C:5]([O:25][C:26]2[CH:27]=[CH:28][CH:29]=[CH:30][CH:31]=2)=[C:6]([N:8]([CH2:12][C:13]2[CH:18]=[C:17]([O:19][CH3:20])[CH:16]=[CH:15][C:14]=2[O:21][CH2:22][CH2:23][O:24][S:41]([CH3:44])(=[O:43])=[O:42])[C:9](=[O:11])[CH3:10])[CH:7]=1. Given the reactants [F:1][C:2]1[CH:3]=[CH:4][C:5]([O:25][C:26]2[CH:31]=[CH:30][CH:29]=[CH:28][CH:27]=2)=[C:6]([N:8]([CH2:12][C:13]2[CH:18]=[C:17]([O:19][CH3:20])[CH:16]=[CH:15][C:14]=2[O:21][CH2:22][CH2:23][OH:24])[C:9](=[O:11])[CH3:10])[CH:7]=1.C(N(C(C)C)CC)(C)C.[S:41](Cl)([CH3:44])(=[O:43])=[O:42], predict the reaction product.